This data is from Retrosynthesis with 50K atom-mapped reactions and 10 reaction types from USPTO. The task is: Predict the reactants needed to synthesize the given product. Given the product CC(C)(O)CCOS(=O)(=O)c1ccccc1C(F)(F)F, predict the reactants needed to synthesize it. The reactants are: CC(C)(O)CCO.O=S(=O)(Cl)c1ccccc1C(F)(F)F.